Dataset: Forward reaction prediction with 1.9M reactions from USPTO patents (1976-2016). Task: Predict the product of the given reaction. Given the reactants [CH2:1]([O:8][C:9]1[CH:14]=[CH:13][CH:12]=[C:11]([NH2:15])[C:10]=1[NH2:16])[C:2]1[CH:7]=[CH:6][CH:5]=[CH:4][CH:3]=1.[Na+].C([C:20](CC)([C:24]([C:26]([O-:28])=[O:27])=O)[C:21]([O-:23])=O)C.[Na+].[C:32](O)(=O)[CH3:33], predict the reaction product. The product is: [CH2:32]([O:28][C:26](=[O:27])[CH:24]=[C:20]1[C:21](=[O:23])[NH:15][C:11]2[C:10](=[C:9]([O:8][CH2:1][C:2]3[CH:3]=[CH:4][CH:5]=[CH:6][CH:7]=3)[CH:14]=[CH:13][CH:12]=2)[NH:16]1)[CH3:33].